From a dataset of Catalyst prediction with 721,799 reactions and 888 catalyst types from USPTO. Predict which catalyst facilitates the given reaction. (1) Reactant: Cl[CH2:2][C:3]1[O:4][C:5]2[C:6](=[C:8]([C:12]([O:14][CH3:15])=[O:13])[CH:9]=[CH:10][CH:11]=2)[N:7]=1.[NH:16]1[CH2:21][CH2:20][O:19][CH2:18][CH2:17]1. Product: [O:19]1[CH2:20][CH2:21][N:16]([CH2:2][C:3]2[O:4][C:5]3[C:6](=[C:8]([C:12]([O:14][CH3:15])=[O:13])[CH:9]=[CH:10][CH:11]=3)[N:7]=2)[CH2:17][CH2:18]1. The catalyst class is: 3. (2) Reactant: [C:1]([O:5][C:6]([N:8]1[CH2:13][CH2:12][CH2:11][CH2:10][CH2:9]1)=[O:7])([CH3:4])([CH3:3])[CH3:2].[NH:14]1[CH:18]=[CH:17][CH:16]=[C:15]1[C:19]([OH:21])=O.C1C=CC2N(O)N=NC=2C=1.CC[N:34]=[C:35]=[N:36]CCCN(C)C.Cl.C(N(CC)CC)C. Product: [C:1]([O:5][C:6]([N:8]1[CH2:13][CH2:12][CH2:11][CH:10]([C:35]2[N:36]=[C:19]([C:15]3[NH:14][CH:18]=[CH:17][CH:16]=3)[O:21][N:34]=2)[CH2:9]1)=[O:7])([CH3:4])([CH3:2])[CH3:3]. The catalyst class is: 12. (3) Reactant: Cl[C:2]1[CH:11]=[C:10]([Cl:12])[C:9]2[C:4](=[CH:5][CH:6]=[CH:7][CH:8]=2)[N:3]=1.[CH3:13][S:14]([C:17]1[CH:18]=[CH:19][C:20]2[CH2:26][NH:25][CH2:24][CH2:23][CH2:22][C:21]=2[CH:27]=1)(=[O:16])=[O:15].C(N(CC)CC)C.CN1CCCC1=O. Product: [Cl:12][C:10]1[C:9]2[C:4](=[CH:5][CH:6]=[CH:7][CH:8]=2)[N:3]=[C:2]([N:25]2[CH2:24][CH2:23][CH2:22][C:21]3[CH:27]=[C:17]([S:14]([CH3:13])(=[O:15])=[O:16])[CH:18]=[CH:19][C:20]=3[CH2:26]2)[CH:11]=1. The catalyst class is: 6. (4) Reactant: [CH3:1][N:2]1[CH2:7][CH2:6][N:5]([C:8]2[CH:13]=[CH:12][C:11]([NH:14][C:15]3[C:16]4[N:17]([N:29]=[CH:30][N:31]=4)[C:18](C4C=C(C(N)=O)SC=4)=[CH:19][N:20]=3)=[CH:10][CH:9]=2)[CH2:4][CH2:3]1.CN1CCN(C2C=CC(N)=CC=2)CC1.CC1(C)C(C)(C)OB([C:54]2[S:58][C:57]([C:59]([NH2:61])=[O:60])=[CH:56][CH:55]=2)O1.C([O-])([O-])=O.[Na+].[Na+]. Product: [NH3:2].[CH3:1][N:2]1[CH2:7][CH2:6][N:5]([C:8]2[CH:9]=[CH:10][C:11]([NH:14][C:15]3[C:16]4[N:17]([N:29]=[CH:30][N:31]=4)[C:18]([C:54]4[S:58][C:57]([C:59]([NH2:61])=[O:60])=[CH:56][CH:55]=4)=[CH:19][N:20]=3)=[CH:12][CH:13]=2)[CH2:4][CH2:3]1. The catalyst class is: 77.